From a dataset of Full USPTO retrosynthesis dataset with 1.9M reactions from patents (1976-2016). Predict the reactants needed to synthesize the given product. (1) Given the product [S:28]1[CH:32]=[CH:31][N:30]=[C:22]1[CH:7]([N:5]1[CH:6]=[C:2]([NH2:1])[CH:3]=[N:4]1)[CH3:8], predict the reactants needed to synthesize it. The reactants are: [NH2:1][C:2]1[CH:3]=[N:4][N:5]([CH:7]([C:22]2C=CC=CC=2)[C:8]2(F)CCN(C(OC(C)(C)C)=O)CC2)[CH:6]=1.[S:28]1[CH:32]=[CH:31][N:30]=C1C(=O)C. (2) Given the product [Br:1][C:2]1[C:3]([OH:8])=[C:4]([CH:5]=[CH:6][CH:7]=1)[CH:19]=[O:20], predict the reactants needed to synthesize it. The reactants are: [Br:1][C:2]1[CH:7]=[CH:6][CH:5]=[CH:4][C:3]=1[OH:8].[Cl-].[Mg+2].[Cl-].C(N(CC)CC)C.[CH2:19]=[O:20]. (3) Given the product [CH2:1]([C:4]1[C:5]2[CH:6]=[CH:7][C:8]([O:27][CH3:28])=[C:9]([O:25][CH3:26])[C:10]=2[CH:11]([C:30]([CH3:32])=[CH2:31])[N:12]2[CH2:21][CH2:20][C:19]3[C:14](=[CH:15][C:16]4[O:24][CH2:23][O:22][C:17]=4[CH:18]=3)[C:13]=12)[CH:2]=[CH2:3], predict the reactants needed to synthesize it. The reactants are: [CH2:1]([C:4]1[C:5]2[CH:6]=[CH:7][C:8]([O:27][CH3:28])=[C:9]([O:25][CH3:26])[C:10]=2[CH2:11][NH+:12]2[CH2:21][CH2:20][C:19]3[C:14](=[CH:15][C:16]4[O:24][CH2:23][O:22][C:17]=4[CH:18]=3)[C:13]=12)[CH:2]=[CH2:3].[Br-].[C:30]([Mg]Br)([CH3:32])=[CH2:31].O1CCCC1. (4) Given the product [OH2:1].[ClH:44].[ClH:44].[O:1]1[C:5]2[CH:6]=[CH:7][CH:8]=[CH:9][C:4]=2[N:3]=[C:2]1[S:10][CH2:11][CH2:12][CH2:13][N:14]1[CH2:19][CH2:18][N:17]([CH2:20][CH2:21][N:22]([CH2:37][CH2:38][CH2:39][CH2:40][CH2:41][CH2:42][CH3:43])[C:23]([NH:25][C:26]2[C:27]([S:35][CH3:36])=[N:28][C:29]([CH3:34])=[N:30][C:31]=2[S:32][CH3:33])=[O:24])[CH2:16][CH2:15]1, predict the reactants needed to synthesize it. The reactants are: [O:1]1[C:5]2[CH:6]=[CH:7][CH:8]=[CH:9][C:4]=2[N:3]=[C:2]1[S:10][CH2:11][CH2:12][CH2:13][N:14]1[CH2:19][CH2:18][N:17]([CH2:20][CH2:21][N:22]([CH2:37][CH2:38][CH2:39][CH2:40][CH2:41][CH2:42][CH3:43])[C:23]([NH:25][C:26]2[C:27]([S:35][CH3:36])=[N:28][C:29]([CH3:34])=[N:30][C:31]=2[S:32][CH3:33])=[O:24])[CH2:16][CH2:15]1.[ClH:44]. (5) Given the product [F:54][C:2]1([F:1])[CH2:3][CH2:4][CH:5]([C:8]2[C:17]3[C@@H:16]([OH:18])[CH2:15][C:14]([CH3:19])([CH3:20])[CH2:13][C:12]=3[N:11]=[C:10]([CH:21]3[CH2:26][CH2:25][N:24]([C:27]4[N:32]=[CH:31][C:30]([O:33][CH2:34][C@H:35]([OH:36])[CH2:39][OH:38])=[CH:29][N:28]=4)[CH2:23][CH2:22]3)[C:9]=2[C@@H:42]([F:53])[C:43]2[CH:48]=[CH:47][C:46]([C:49]([F:50])([F:52])[F:51])=[CH:45][CH:44]=2)[CH2:6][CH2:7]1, predict the reactants needed to synthesize it. The reactants are: [F:1][C:2]1([F:54])[CH2:7][CH2:6][CH:5]([C:8]2[C:17]3[C@@H:16]([OH:18])[CH2:15][C:14]([CH3:20])([CH3:19])[CH2:13][C:12]=3[N:11]=[C:10]([CH:21]3[CH2:26][CH2:25][N:24]([C:27]4[N:32]=[CH:31][C:30]([O:33][CH2:34][C@H:35]5[CH2:39][O:38]C(C)(C)[O:36]5)=[CH:29][N:28]=4)[CH2:23][CH2:22]3)[C:9]=2[C@@H:42]([F:53])[C:43]2[CH:48]=[CH:47][C:46]([C:49]([F:52])([F:51])[F:50])=[CH:45][CH:44]=2)[CH2:4][CH2:3]1.Cl.[OH-].[Na+].[Cl-].[Na+]. (6) Given the product [C:8]([C:12]1[CH:16]=[C:15]([NH:17][C:18]([NH:61][C:54]2[C:55]3[C:60](=[CH:59][CH:58]=[CH:57][CH:56]=3)[C:51]([O:50][CH2:49][C:47]3[CH:46]=[CH:45][N:44]=[C:43]([NH:42][C:40]4[CH:39]=[N:38][CH:37]=[C:36]([CH2:34][CH3:35])[N:41]=4)[CH:48]=3)=[CH:52][CH:53]=2)=[O:26])[N:14]([C:27]2[CH:28]=[CH:29][C:30]([CH3:33])=[CH:31][CH:32]=2)[N:13]=1)([CH3:10])([CH3:11])[CH3:9], predict the reactants needed to synthesize it. The reactants are: C(N(CC)CC)C.[C:8]([C:12]1[CH:16]=[C:15]([NH:17][C:18](=[O:26])OC2C=CC=CC=2)[N:14]([C:27]2[CH:32]=[CH:31][C:30]([CH3:33])=[CH:29][CH:28]=2)[N:13]=1)([CH3:11])([CH3:10])[CH3:9].[CH2:34]([C:36]1[N:41]=[C:40]([NH:42][C:43]2[CH:48]=[C:47]([CH2:49][O:50][C:51]3[C:60]4[C:55](=[CH:56][CH:57]=[CH:58][CH:59]=4)[C:54]([NH:61]C(=O)OC(C)(C)C)=[CH:53][CH:52]=3)[CH:46]=[CH:45][N:44]=2)[CH:39]=[N:38][CH:37]=1)[CH3:35]. (7) The reactants are: [C:1]([NH:9][C:10]1[CH:15]=[CH:14][C:13]([N:16]2[CH2:21][CH2:20][N:19]([C:22](=[O:34])[CH2:23][NH:24][C:25](=[O:33])[C:26]3[CH:31]=[CH:30][CH:29]=[C:28]([OH:32])[CH:27]=3)[CH2:18][CH2:17]2)=[CH:12][CH:11]=1)(=[O:8])[C:2]1[CH:7]=[CH:6][CH:5]=[CH:4][CH:3]=1.C(=O)([O-])[O-].[K+].[K+].[S:41]([O:51][CH2:52][CH2:53]OS(C1C=CC(C)=CC=1)(=O)=O)([C:44]1[CH:50]=[CH:49][C:47]([CH3:48])=[CH:46][CH:45]=1)(=[O:43])=[O:42]. Given the product [C:1]([NH:9][C:10]1[CH:11]=[CH:12][C:13]([N:16]2[CH2:21][CH2:20][N:19]([C:22](=[O:34])[CH2:23][NH:24][C:25]([C:26]3[CH:27]=[C:28]([CH:29]=[CH:30][CH:31]=3)[O:32][CH2:53][CH2:52][O:51][S:41]([C:44]3[CH:50]=[CH:49][C:47]([CH3:48])=[CH:46][CH:45]=3)(=[O:43])=[O:42])=[O:33])[CH2:18][CH2:17]2)=[CH:14][CH:15]=1)(=[O:8])[C:2]1[CH:7]=[CH:6][CH:5]=[CH:4][CH:3]=1, predict the reactants needed to synthesize it.